Dataset: Catalyst prediction with 721,799 reactions and 888 catalyst types from USPTO. Task: Predict which catalyst facilitates the given reaction. (1) Reactant: ClC1C(Cl)=CC(N[C:13](=O)[CH2:14][CH2:15][C:16]2[CH:21]=[CH:20][C:19]([O:22][CH2:23][CH2:24][CH2:25][CH2:26][CH2:27][C:28]3[CH:33]=[CH:32][CH:31]=[CH:30][CH:29]=3)=[CH:18][CH:17]=2)=CC=1C(O)=O.[NH2:35][C:36]1[CH:37]=[C:38]([CH:43]=[CH:44][C:45]=1[NH2:46])[C:39]([O:41][CH3:42])=[O:40].C(N(CC)CC)C. Product: [C:28]1([CH2:27][CH2:26][CH2:25][CH2:24][CH2:23][O:22][C:19]2[CH:20]=[CH:21][C:16]([CH2:15][CH2:14][C:13]3[NH:35][C:36]4[CH:37]=[C:38]([C:39]([O:41][CH3:42])=[O:40])[CH:43]=[CH:44][C:45]=4[N:46]=3)=[CH:17][CH:18]=2)[CH:29]=[CH:30][CH:31]=[CH:32][CH:33]=1. The catalyst class is: 4. (2) The catalyst class is: 1. Reactant: [CH2:1]([N:8]1[C:16]2[C:11](=[CH:12][C:13]([O:17][CH:18]3[CH2:23][CH2:22][CH2:21][CH2:20][O:19]3)=[CH:14][CH:15]=2)[C:10]([CH:24]=[O:25])=[C:9]1[CH:26]([CH3:28])[CH3:27])[C:2]1[CH:7]=[CH:6][CH:5]=[CH:4][CH:3]=1.[CH3:29][Mg+].[Br-]. Product: [CH2:1]([N:8]1[C:16]2[C:11](=[CH:12][C:13]([O:17][CH:18]3[CH2:23][CH2:22][CH2:21][CH2:20][O:19]3)=[CH:14][CH:15]=2)[C:10]([CH:24]([OH:25])[CH3:29])=[C:9]1[CH:26]([CH3:28])[CH3:27])[C:2]1[CH:3]=[CH:4][CH:5]=[CH:6][CH:7]=1.